From a dataset of Forward reaction prediction with 1.9M reactions from USPTO patents (1976-2016). Predict the product of the given reaction. (1) Given the reactants C([O:5][C:6](=[O:44])[C@@H:7]([NH:34][S:35]([C:38]1[CH:43]=[CH:42][CH:41]=[CH:40][CH:39]=1)(=[O:37])=[O:36])[CH2:8][N:9]1[CH:17]=[N:16][C:15]2[C:10]1=[N:11][CH:12]=[N:13][C:14]=2[N:18]1[CH2:23][CH2:22][CH:21]([C:24]2[CH:33]=[CH:32][C:31]3[CH2:30][CH2:29][CH2:28][NH:27][C:26]=3[N:25]=2)[CH2:20][CH2:19]1)(C)(C)C.FC(F)(F)C(O)=O, predict the reaction product. The product is: [C:38]1([S:35]([NH:34][C@@H:7]([CH2:8][N:9]2[CH:17]=[N:16][C:15]3[C:10]2=[N:11][CH:12]=[N:13][C:14]=3[N:18]2[CH2:23][CH2:22][CH:21]([C:24]3[CH:33]=[CH:32][C:31]4[CH2:30][CH2:29][CH2:28][NH:27][C:26]=4[N:25]=3)[CH2:20][CH2:19]2)[C:6]([OH:44])=[O:5])(=[O:36])=[O:37])[CH:43]=[CH:42][CH:41]=[CH:40][CH:39]=1. (2) Given the reactants [C:1](Cl)(=[O:8])[C:2]1[CH:7]=[CH:6][CH:5]=[CH:4][CH:3]=1.[NH2:10][C:11]1[C:12]([CH3:25])=[N:13][NH:14][C:15]=1[C:16]1[CH:21]=[CH:20][CH:19]=[C:18]([N:22]([CH3:24])[CH3:23])[CH:17]=1, predict the reaction product. The product is: [CH3:24][N:22]([CH3:23])[C:18]1[CH:17]=[C:16]([C:15]2[NH:14][N:13]=[C:12]([CH3:25])[C:11]=2[NH:10][C:1](=[O:8])[C:2]2[CH:7]=[CH:6][CH:5]=[CH:4][CH:3]=2)[CH:21]=[CH:20][CH:19]=1. (3) The product is: [C:2]([C:4]1[N:8]=[C:7]([C:9]([O:11][CH2:12][CH3:13])=[O:10])[O:6][N:5]=1)(=[O:1])[CH3:3]. Given the reactants [OH:1][CH:2]([C:4]1[N:8]=[C:7]([C:9]([O:11][CH2:12][CH3:13])=[O:10])[O:6][N:5]=1)[CH3:3].CC(OI1(OC(C)=O)(OC(C)=O)OC(=O)C2C=CC=CC1=2)=O, predict the reaction product. (4) Given the reactants [Cl:1][C:2]1[CH:3]=[CH:4][C:5]([OH:24])=[C:6]([C:8]2[CH2:12][CH2:11][CH2:10][C:9]=2[C:13]2[N:18]=[C:17]([C:19]([O:21][CH2:22][CH3:23])=[O:20])[CH:16]=[CH:15][CH:14]=2)[CH:7]=1.[F:25][C:26]1[CH:33]=[CH:32][CH:31]=[CH:30][C:27]=1[CH2:28]Br.C(=O)([O-])[O-].[K+].[K+], predict the reaction product. The product is: [Cl:1][C:2]1[CH:3]=[CH:4][C:5]([O:24][CH2:28][C:27]2[CH:30]=[CH:31][CH:32]=[CH:33][C:26]=2[F:25])=[C:6]([C:8]2[CH2:12][CH2:11][CH2:10][C:9]=2[C:13]2[N:18]=[C:17]([C:19]([O:21][CH2:22][CH3:23])=[O:20])[CH:16]=[CH:15][CH:14]=2)[CH:7]=1. (5) Given the reactants [NH:1]1[C:5]2[CH:6]=[CH:7][C:8]([C@@H:10]([N:12]3[C:20]4[CH:19]=[C:18](Cl)[N:17]=[CH:16][C:15]=4[N:14]=[C:13]3[CH3:22])[CH3:11])=[CH:9][C:4]=2[N:3]=[CH:2]1.[CH3:23][O:24][CH:25]1[CH2:30][CH2:29][N:28]([C:31]2[N:36]=[C:35]([NH2:37])[CH:34]=[CH:33][N:32]=2)[CH2:27][CH2:26]1.CC(C)([O-])C.[Na+], predict the reaction product. The product is: [NH:1]1[C:5]2[CH:6]=[CH:7][C:8]([C@@H:10]([N:12]3[C:20]4[CH:19]=[C:18]([NH:37][C:35]5[CH:34]=[CH:33][N:32]=[C:31]([N:28]6[CH2:27][CH2:26][CH:25]([O:24][CH3:23])[CH2:30][CH2:29]6)[N:36]=5)[N:17]=[CH:16][C:15]=4[N:14]=[C:13]3[CH3:22])[CH3:11])=[CH:9][C:4]=2[N:3]=[CH:2]1. (6) Given the reactants [CH2:1]([O:3][C:4](=[O:20])[C:5]1[CH:10]=[CH:9][C:8]([O:11][C:12]2[CH:17]=[CH:16][C:15]([CH:18]=O)=[CH:14][CH:13]=2)=[N:7][CH:6]=1)[CH3:2].COC(OC)OC.[CH2:28]([NH2:36])[CH2:29][C:30]1[CH:35]=[CH:34][CH:33]=[CH:32][CH:31]=1.[BH4-].[Na+], predict the reaction product. The product is: [CH2:1]([O:3][C:4](=[O:20])[C:5]1[CH:10]=[CH:9][C:8]([O:11][C:12]2[CH:17]=[CH:16][C:15]([CH2:18][NH:36][CH2:28][CH2:29][C:30]3[CH:35]=[CH:34][CH:33]=[CH:32][CH:31]=3)=[CH:14][CH:13]=2)=[N:7][CH:6]=1)[CH3:2]. (7) Given the reactants [Cl:1][C:2]1[CH:20]=[C:19]([Cl:21])[CH:18]=[CH:17][C:3]=1[C:4]([NH:6][S:7]([C:10]1[CH:15]=[CH:14][C:13](I)=[CH:12][CH:11]=1)(=[O:9])=[O:8])=[O:5].[S:22]1[CH:26]=[CH:25][C:24](B(O)O)=[CH:23]1.C([O-])([O-])=O.[Na+].[Na+], predict the reaction product. The product is: [Cl:1][C:2]1[CH:20]=[C:19]([Cl:21])[CH:18]=[CH:17][C:3]=1[C:4]([NH:6][S:7]([C:10]1[CH:15]=[CH:14][C:13]([C:24]2[CH:25]=[CH:26][S:22][CH:23]=2)=[CH:12][CH:11]=1)(=[O:9])=[O:8])=[O:5]. (8) The product is: [Br:17][CH2:18][CH2:19][CH2:20][CH2:21][CH2:22][C@H:23]1[CH2:24][CH2:25][C@H:26]([CH2:29][N:30]([CH3:31])[S:1]([C:11]2[CH:12]=[CH:13][C:8]([C:7]([F:15])([F:14])[F:6])=[CH:9][CH:10]=2)(=[O:4])=[O:2])[CH2:27][CH2:28]1. Given the reactants [S:1](Cl)([OH:4])(=O)=[O:2].[F:6][C:7]([F:15])([F:14])[C:8]1[CH:13]=[CH:12][CH:11]=[CH:10][CH:9]=1.Cl.[Br:17][CH2:18][CH2:19][CH2:20][CH2:21][CH2:22][C@H:23]1[CH2:28][CH2:27][C@H:26]([CH2:29][NH:30][CH3:31])[CH2:25][CH2:24]1, predict the reaction product. (9) Given the reactants [F-].[K+].[F:3][C:4]([Si](C)(C)C)([F:6])[F:5].[CH2:11]([O:18][C@H:19]([CH3:31])[C@@H:20]([CH3:30])[O:21][C:22]1[C:27](I)=[CH:26][N:25]=[C:24]([Cl:29])[N:23]=1)[C:12]1[CH:17]=[CH:16][CH:15]=[CH:14][CH:13]=1.[Cl-].[Na+], predict the reaction product. The product is: [CH2:11]([O:18][C@H:19]([CH3:31])[C@@H:20]([CH3:30])[O:21][C:22]1[C:27]([C:4]([F:6])([F:5])[F:3])=[CH:26][N:25]=[C:24]([Cl:29])[N:23]=1)[C:12]1[CH:13]=[CH:14][CH:15]=[CH:16][CH:17]=1.